This data is from Full USPTO retrosynthesis dataset with 1.9M reactions from patents (1976-2016). The task is: Predict the reactants needed to synthesize the given product. (1) Given the product [NH:15]1[C:16]2[C:12](=[CH:11][CH:10]=[C:9]([NH:8][C:6]([C:5]3[C:4]([Cl:21])=[CH:3][C:2]4[NH:1][CH:23]=[N:20][C:19]=4[CH:18]=3)=[O:7])[CH:17]=2)[CH:13]=[N:14]1, predict the reactants needed to synthesize it. The reactants are: [NH2:1][C:2]1[C:19]([NH2:20])=[CH:18][C:5]([C:6]([NH:8][C:9]2[CH:17]=[C:16]3[C:12]([CH:13]=[N:14][NH:15]3)=[CH:11][CH:10]=2)=[O:7])=[C:4]([Cl:21])[CH:3]=1.N([C@H]1C[C@H]2C[C@@H]1CC2)=[C:23]=S. (2) Given the product [F:39][C:40]([F:45])([F:44])[C:41]([OH:43])=[O:42].[F:39][C:40]([F:45])([F:44])[C:41]([OH:43])=[O:42].[F:38][C:32]1[C:33]([F:37])=[CH:34][CH:35]=[CH:36][C:31]=1[O:30][C:27]1[CH:26]=[CH:25][C:24]([C:16]2[C:17]3[C:18](=[N:19][CH:20]=[N:21][C:22]=3[NH2:23])[N:14]([CH2:13][C@H:9]3[CH2:10][CH2:11][CH2:12][NH:8]3)[N:15]=2)=[CH:29][CH:28]=1, predict the reactants needed to synthesize it. The reactants are: C(OC([N:8]1[CH2:12][CH2:11][CH2:10][CH:9]1[CH2:13][N:14]1[C:18]2=[N:19][CH:20]=[N:21][C:22]([NH2:23])=[C:17]2[C:16]([C:24]2[CH:29]=[CH:28][C:27]([O:30][C:31]3[CH:36]=[CH:35][CH:34]=[C:33]([F:37])[C:32]=3[F:38])=[CH:26][CH:25]=2)=[N:15]1)=O)(C)(C)C.[F:39][C:40]([F:45])([F:44])[C:41]([OH:43])=[O:42]. (3) Given the product [Cl:16][C:17]1[C:18]([CH2:23][NH:24][C:12]([CH:7]2[CH2:6][CH2:5][CH:4]3[N:9]([C:10](=[O:11])[C:2]([CH3:1])([CH3:15])[CH2:3]3)[CH2:8]2)=[O:14])=[N:19][CH:20]=[CH:21][N:22]=1, predict the reactants needed to synthesize it. The reactants are: [CH3:1][C:2]1([CH3:15])[C:10](=[O:11])[N:9]2[CH:4]([CH2:5][CH2:6][CH:7]([C:12]([OH:14])=O)[CH2:8]2)[CH2:3]1.[Cl:16][C:17]1[C:18]([CH2:23][NH2:24])=[N:19][CH:20]=[CH:21][N:22]=1.CN(C(ON1N=NC2C=CC=NC1=2)=[N+](C)C)C.F[P-](F)(F)(F)(F)F. (4) Given the product [Cl:2][C:3]1[CH:4]=[N+:5]([O-:35])[CH:6]=[C:7]([Cl:34])[C:8]=1[CH2:9][C@@H:10]([C:19]1[CH:24]=[CH:23][C:22]([O:25][CH:26]([F:28])[F:27])=[C:21]([O:29][CH2:30][CH:31]2[CH2:33][CH2:32]2)[CH:20]=1)[O:11][C:12]([C@H:14]1[N:18]([S:45]([CH:44]=[CH2:43])(=[O:47])=[O:46])[CH2:17][CH2:16][S:15]1)=[O:13], predict the reactants needed to synthesize it. The reactants are: Cl.[Cl:2][C:3]1[CH:4]=[N+:5]([O-:35])[CH:6]=[C:7]([Cl:34])[C:8]=1[CH2:9][C@@H:10]([C:19]1[CH:24]=[CH:23][C:22]([O:25][CH:26]([F:28])[F:27])=[C:21]([O:29][CH2:30][CH:31]2[CH2:33][CH2:32]2)[CH:20]=1)[O:11][C:12]([C@H:14]1[NH:18][CH2:17][CH2:16][S:15]1)=[O:13].N1C=CC=CC=1.Cl[CH2:43][CH2:44][S:45](Cl)(=[O:47])=[O:46]. (5) Given the product [CH3:1][O:2][C:3]1[CH:4]=[CH:5][C:6]2[NH:12][C:11](=[O:13])[N:10]([CH:14]3[CH2:15][CH2:16][N:17]([C:20]([O:22][C@H:23]([CH2:24][C:25]4[CH:30]=[C:29]([C:31]([F:32])([F:33])[F:34])[C:28]([NH2:35])=[C:27]([Cl:36])[CH:26]=4)[C:37]([N:41]4[CH2:46][CH2:45][CH:44]([N:47]5[CH2:52][CH2:51][N:50]([CH2:53][C:54]([O:56][CH2:57][CH3:58])=[O:55])[CH2:49][CH2:48]5)[CH2:43][CH2:42]4)=[O:39])=[O:21])[CH2:18][CH2:19]3)[CH2:9][CH2:8][C:7]=2[CH:40]=1, predict the reactants needed to synthesize it. The reactants are: [CH3:1][O:2][C:3]1[CH:4]=[CH:5][C:6]2[NH:12][C:11](=[O:13])[N:10]([CH:14]3[CH2:19][CH2:18][N:17]([C:20]([O:22][C@@H:23]([C:37]([OH:39])=O)[CH2:24][C:25]4[CH:30]=[C:29]([C:31]([F:34])([F:33])[F:32])[C:28]([NH2:35])=[C:27]([Cl:36])[CH:26]=4)=[O:21])[CH2:16][CH2:15]3)[CH2:9][CH2:8][C:7]=2[CH:40]=1.[NH:41]1[CH2:46][CH2:45][CH:44]([N:47]2[CH2:52][CH2:51][N:50]([CH2:53][C:54]([O:56][CH2:57][CH3:58])=[O:55])[CH2:49][CH2:48]2)[CH2:43][CH2:42]1.